This data is from Reaction yield outcomes from USPTO patents with 853,638 reactions. The task is: Predict the reaction yield, written as a fraction of the theoretical maximum amount of product (1.0 means a 100% yield; for example, 0.34 means a 34% yield). (1) The reactants are [CH3:1][N:2]1[C:6]([C:7](=[O:24])[NH:8][C:9]2[CH:14]=[CH:13][N:12]3[N:15]=[C:16]([N:18]4[CH2:23][CH2:22][O:21][CH2:20][CH2:19]4)[N:17]=[C:11]3[CH:10]=2)=[C:5]([C:25](O)=[O:26])[CH:4]=[N:3]1.Cl.[F:29][CH:30]1[CH2:33][NH:32][CH2:31]1.C(N(C(C)C)C(C)C)C.CCCP1(OP(CCC)(=O)OP(CCC)(=O)O1)=O. The catalyst is O1CCCC1. The product is [N:18]1([C:16]2[N:17]=[C:11]3[CH:10]=[C:9]([NH:8][C:7]([C:6]4[N:2]([CH3:1])[N:3]=[CH:4][C:5]=4[C:25]([N:32]4[CH2:33][CH:30]([F:29])[CH2:31]4)=[O:26])=[O:24])[CH:14]=[CH:13][N:12]3[N:15]=2)[CH2:23][CH2:22][O:21][CH2:20][CH2:19]1. The yield is 0.393. (2) The reactants are [CH2:1]([N:8]1[C:16]([C:17]2[CH:18]=[C:19]([CH:30]=[CH:31][CH:32]=2)[O:20][CH2:21][C:22]2[CH:29]=[CH:28][C:25]([C:26]#[N:27])=[CH:24][CH:23]=2)=[C:15]2[C:10]([C:11]([C:33]([F:36])([F:35])[F:34])=[CH:12][CH:13]=[CH:14]2)=[N:9]1)[C:2]1[CH:7]=[CH:6][CH:5]=[CH:4][CH:3]=1.C[Si]([N:41]=[N+:42]=[N-:43])(C)C.C([Sn](=O)CCCC)CCC. The catalyst is C1(C)C=CC=CC=1. The product is [CH2:1]([N:8]1[C:16]([C:17]2[CH:32]=[CH:31][CH:30]=[C:19]([O:20][CH2:21][C:22]3[CH:29]=[CH:28][C:25]([C:26]4[NH:43][N:42]=[N:41][N:27]=4)=[CH:24][CH:23]=3)[CH:18]=2)=[C:15]2[C:10]([C:11]([C:33]([F:36])([F:34])[F:35])=[CH:12][CH:13]=[CH:14]2)=[N:9]1)[C:2]1[CH:3]=[CH:4][CH:5]=[CH:6][CH:7]=1. The yield is 0.870.